Dataset: Full USPTO retrosynthesis dataset with 1.9M reactions from patents (1976-2016). Task: Predict the reactants needed to synthesize the given product. (1) Given the product [CH3:1][CH:2]([OH:13])[CH2:3][CH2:4][CH:5]([OH:12])[CH2:6][CH2:7][CH:8]=[CH:9][CH2:10][CH3:11], predict the reactants needed to synthesize it. The reactants are: [CH3:1][CH:2]([OH:13])[C:3]#[C:4][CH:5]([OH:12])[CH2:6][CH2:7][CH:8]=[CH:9][CH2:10][CH3:11].N1C2C(=CC=CC=2)C=CC=1. (2) Given the product [O:21]([C:19]1[CH:18]=[CH:17][C:15]2[N:16]=[C:12]([C:9]3[C:10]([CH3:11])=[C:6]([C:4]([OH:5])=[O:3])[NH:7][C:8]=3[CH3:28])[NH:13][C:14]=2[CH:20]=1)[C:22]1[CH:27]=[CH:26][CH:25]=[CH:24][CH:23]=1, predict the reactants needed to synthesize it. The reactants are: C([O:3][C:4]([C:6]1[NH:7][C:8]([CH3:28])=[C:9]([C:12]2[NH:13][C:14]3[CH:20]=[C:19]([O:21][C:22]4[CH:27]=[CH:26][CH:25]=[CH:24][CH:23]=4)[CH:18]=[CH:17][C:15]=3[N:16]=2)[C:10]=1[CH3:11])=[O:5])C.[OH-].[Na+].Cl. (3) Given the product [CH3:19][C:20]1[C:24]([C:25]([N:27]2[CH2:28][CH2:29][N:30]([CH3:33])[CH2:31][CH2:32]2)=[O:26])=[C:23]([CH3:34])[NH:22][C:21]=1[CH:35]=[C:11]1[C:10]2[C:14](=[CH:15][CH:16]=[CH:17][C:9]=2[C:5]2[CH:6]=[CH:7][CH:8]=[C:3]([O:2][CH3:1])[CH:4]=2)[NH:13][C:12]1=[O:18], predict the reactants needed to synthesize it. The reactants are: [CH3:1][O:2][C:3]1[CH:4]=[C:5]([C:9]2[CH:17]=[CH:16][CH:15]=[C:14]3[C:10]=2[CH2:11][C:12](=[O:18])[NH:13]3)[CH:6]=[CH:7][CH:8]=1.[CH3:19][C:20]1[C:24]([C:25]([N:27]2[CH2:32][CH2:31][N:30]([CH3:33])[CH2:29][CH2:28]2)=[O:26])=[C:23]([CH3:34])[NH:22][C:21]=1[CH:35]=O.